From a dataset of Full USPTO retrosynthesis dataset with 1.9M reactions from patents (1976-2016). Predict the reactants needed to synthesize the given product. (1) Given the product [F:1][C:2]1[CH:3]=[C:4]([CH:14]=[CH:15][CH:16]=1)[CH2:5][O:6][C:7]1[CH:12]=[CH:11][C:10]([N:13]2[CH2:23][CH2:22][CH:21]([C:20]([OH:27])=[O:19])[C:24]2=[O:25])=[CH:9][CH:8]=1, predict the reactants needed to synthesize it. The reactants are: [F:1][C:2]1[CH:3]=[C:4]([CH:14]=[CH:15][CH:16]=1)[CH2:5][O:6][C:7]1[CH:12]=[CH:11][C:10]([NH2:13])=[CH:9][CH:8]=1.CC1(C)[O:25][C:24](=O)[C:21]2([CH2:23][CH2:22]2)[C:20](=[O:27])[O:19]1.C(OCC)C. (2) Given the product [CH:19]1([C@@H:25]([NH:27][C:11](=[O:12])[C:10]2[CH:14]=[CH:15][C:16]([O:17][CH3:18])=[C:8]([O:7][CH3:6])[CH:9]=2)[CH3:26])[CH2:24][CH2:23][CH2:22][CH2:21][CH2:20]1, predict the reactants needed to synthesize it. The reactants are: C1COCC1.[CH3:6][O:7][C:8]1[CH:9]=[C:10]([CH:14]=[CH:15][C:16]=1[O:17][CH3:18])[C:11](Cl)=[O:12].[CH:19]1([C@@H:25]([NH2:27])[CH3:26])[CH2:24][CH2:23][CH2:22][CH2:21][CH2:20]1.C(N(CC)CC)C. (3) The reactants are: C(=O)([O-])[O-].[K+].[K+].[CH3:7][N:8]=[C:9]=[S:10].[Cl:11][C:12]1[C:13]([O:22][C:23]2[CH:27]=[C:26]([CH3:28])[NH:25][N:24]=2)=[N:14][CH:15]=[C:16]([C:18]([F:21])([F:20])[F:19])[CH:17]=1.Cl. Given the product [CH3:7][NH:8][C:9]([N:25]1[C:26]([CH3:28])=[CH:27][C:23]([O:22][C:13]2[C:12]([Cl:11])=[CH:17][C:16]([C:18]([F:21])([F:20])[F:19])=[CH:15][N:14]=2)=[N:24]1)=[S:10], predict the reactants needed to synthesize it. (4) Given the product [C:2](=[O:5])([OH:4])[O-:3].[NH4+:1].[C:2](=[O:5])([O-:4])[O-:3].[NH4+:1].[NH4+:1], predict the reactants needed to synthesize it. The reactants are: [NH3:1].[C:2](=[O:4])=[O:3].[OH2:5]. (5) Given the product [C:14]([C:16]1[CH:24]=[CH:23][C:19]([C:20]([N:11]2[CH2:12][CH2:13][C:6]3([O:5][CH2:4][C:3](=[O:2])[NH:8][CH2:7]3)[CH2:9][CH2:10]2)=[O:21])=[CH:18][CH:17]=1)#[N:15], predict the reactants needed to synthesize it. The reactants are: Br.[O:2]=[C:3]1[NH:8][CH2:7][C:6]2([CH2:13][CH2:12][NH:11][CH2:10][CH2:9]2)[O:5][CH2:4]1.[C:14]([C:16]1[CH:24]=[CH:23][C:19]([C:20](Cl)=[O:21])=[CH:18][CH:17]=1)#[N:15]. (6) The reactants are: [C:1]([C:4]1[S:8][C:7](B(O)O)=[CH:6][CH:5]=1)(=[O:3])[CH3:2].[Br:12][C:13]1[CH:18]=[CH:17][C:16](I)=[CH:15][CH:14]=1. Given the product [Br:12][C:13]1[CH:18]=[CH:17][C:16]([C:7]2[S:8][C:4]([C:1](=[O:3])[CH3:2])=[CH:5][CH:6]=2)=[CH:15][CH:14]=1, predict the reactants needed to synthesize it.